Dataset: Merck oncology drug combination screen with 23,052 pairs across 39 cell lines. Task: Regression. Given two drug SMILES strings and cell line genomic features, predict the synergy score measuring deviation from expected non-interaction effect. (1) Drug 1: O=S1(=O)NC2(CN1CC(F)(F)F)C1CCC2Cc2cc(C=CCN3CCC(C(F)(F)F)CC3)ccc2C1. Synergy scores: synergy=32.7. Drug 2: Cn1c(=O)n(-c2ccc(C(C)(C)C#N)cc2)c2c3cc(-c4cnc5ccccc5c4)ccc3ncc21. Cell line: RPMI7951. (2) Drug 1: Nc1ccn(C2OC(CO)C(O)C2(F)F)c(=O)n1. Drug 2: Cn1c(=O)n(-c2ccc(C(C)(C)C#N)cc2)c2c3cc(-c4cnc5ccccc5c4)ccc3ncc21. Cell line: KPL1. Synergy scores: synergy=15.1. (3) Drug 1: O=P1(N(CCCl)CCCl)NCCCO1. Drug 2: CS(=O)(=O)CCNCc1ccc(-c2ccc3ncnc(Nc4ccc(OCc5cccc(F)c5)c(Cl)c4)c3c2)o1. Cell line: SKMEL30. Synergy scores: synergy=-12.4. (4) Drug 1: CC1(c2nc3c(C(N)=O)cccc3[nH]2)CCCN1. Drug 2: CNC(=O)c1cc(Oc2ccc(NC(=O)Nc3ccc(Cl)c(C(F)(F)F)c3)cc2)ccn1. Cell line: VCAP. Synergy scores: synergy=7.80. (5) Drug 1: N.N.O=C(O)C1(C(=O)O)CCC1.[Pt]. Synergy scores: synergy=15.6. Drug 2: Cn1c(=O)n(-c2ccc(C(C)(C)C#N)cc2)c2c3cc(-c4cnc5ccccc5c4)ccc3ncc21. Cell line: A427. (6) Cell line: RKO. Drug 2: CC1(c2nc3c(C(N)=O)cccc3[nH]2)CCCN1. Synergy scores: synergy=7.51. Drug 1: COc1cc(C2c3cc4c(cc3C(OC3OC5COC(C)OC5C(O)C3O)C3COC(=O)C23)OCO4)cc(OC)c1O. (7) Drug 2: COC1=C2CC(C)CC(OC)C(O)C(C)C=C(C)C(OC(N)=O)C(OC)C=CC=C(C)C(=O)NC(=CC1=O)C2=O. Drug 1: COc1cccc2c1C(=O)c1c(O)c3c(c(O)c1C2=O)CC(O)(C(=O)CO)CC3OC1CC(N)C(O)C(C)O1. Cell line: HT29. Synergy scores: synergy=-0.738.